Predict the product of the given reaction. From a dataset of Forward reaction prediction with 1.9M reactions from USPTO patents (1976-2016). Given the reactants C([N:8]1[C:12]2[N:13]=[C:14]([NH:27][C:28]3[CH:35]=[CH:34][C:31]([C:32]#[N:33])=[CH:30][CH:29]=3)[N:15]=[C:16]([O:17][C:18]3[C:23]([CH3:24])=[CH:22][C:21]([CH3:25])=[CH:20][C:19]=3[CH3:26])[C:11]=2[CH:10]=[CH:9]1)C1C=CC=CC=1.[Cl-].[Al+3].[Cl-].[Cl-], predict the reaction product. The product is: [CH3:26][C:19]1[CH:20]=[C:21]([CH3:25])[CH:22]=[C:23]([CH3:24])[C:18]=1[O:17][C:16]1[C:11]2[CH:10]=[CH:9][NH:8][C:12]=2[N:13]=[C:14]([NH:27][C:28]2[CH:35]=[CH:34][C:31]([C:32]#[N:33])=[CH:30][CH:29]=2)[N:15]=1.